This data is from Full USPTO retrosynthesis dataset with 1.9M reactions from patents (1976-2016). The task is: Predict the reactants needed to synthesize the given product. (1) Given the product [CH2:18]([N:4]1[CH2:5][CH2:6][N:1]([C:7]([O:9][CH2:10][C:11]2[CH:16]=[CH:15][CH:14]=[CH:13][CH:12]=2)=[O:8])[CH2:2][CH2:3]1)[CH:19]([CH3:21])[CH3:20], predict the reactants needed to synthesize it. The reactants are: [N:1]1([C:7]([O:9][CH2:10][C:11]2[CH:16]=[CH:15][CH:14]=[CH:13][CH:12]=2)=[O:8])[CH2:6][CH2:5][NH:4][CH2:3][CH2:2]1.I[CH2:18][CH:19]([CH3:21])[CH3:20]. (2) Given the product [CH3:14][O:15][C:16]1[CH:17]=[CH:18][C:19]([S:22]([O:13][C:5]2[CH:6]=[C:7]([O:11][CH3:12])[C:8]([O:9][CH3:10])=[C:3]([O:2][CH3:1])[CH:4]=2)(=[O:24])=[O:23])=[CH:20][CH:21]=1, predict the reactants needed to synthesize it. The reactants are: [CH3:1][O:2][C:3]1[CH:4]=[C:5]([OH:13])[CH:6]=[C:7]([O:11][CH3:12])[C:8]=1[O:9][CH3:10].[CH3:14][O:15][C:16]1[CH:21]=[CH:20][C:19]([S:22](F)(=[O:24])=[O:23])=[CH:18][C:17]=1N. (3) Given the product [C:19]([O:23][C:24](=[O:29])[NH:25][CH2:26][CH2:27][NH:1][C:2]1[CH:7]=[CH:6][C:5]([CH2:8][CH2:9][C:10]2[N:11]=[C:12]([NH:15][C:16](=[O:18])[CH3:17])[S:13][CH:14]=2)=[CH:4][CH:3]=1)([CH3:22])([CH3:21])[CH3:20], predict the reactants needed to synthesize it. The reactants are: [NH2:1][C:2]1[CH:7]=[CH:6][C:5]([CH2:8][CH2:9][C:10]2[N:11]=[C:12]([NH:15][C:16](=[O:18])[CH3:17])[S:13][CH:14]=2)=[CH:4][CH:3]=1.[C:19]([O:23][C:24](=[O:29])[NH:25][CH2:26][CH2:27]Br)([CH3:22])([CH3:21])[CH3:20].C(N(CC)C(C)C)(C)C.O.